From a dataset of Aqueous solubility values for 9,982 compounds from the AqSolDB database. Regression/Classification. Given a drug SMILES string, predict its absorption, distribution, metabolism, or excretion properties. Task type varies by dataset: regression for continuous measurements (e.g., permeability, clearance, half-life) or binary classification for categorical outcomes (e.g., BBB penetration, CYP inhibition). For this dataset (solubility_aqsoldb), we predict Y. (1) The drug is CO/N=C(/C(=O)OC)c1ccccc1COc1ccccc1C. The Y is -5.20 log mol/L. (2) The drug is CCCCCCC1(CC)C(=O)NC(=S)NC1=O. The Y is -4.08 log mol/L. (3) The molecule is Cc1cc(O)n(CCC(=O)O)c(=O)c1C#N. The Y is -1.44 log mol/L. (4) The drug is CC(=O)OCN1C(=O)NC(c2ccccc2)(c2ccccc2)C1=O. The Y is -4.47 log mol/L. (5) The molecule is CCCCC(NC(N)=O)C(=O)O. The Y is -2.16 log mol/L.